Dataset: Experimentally validated miRNA-target interactions with 360,000+ pairs, plus equal number of negative samples. Task: Binary Classification. Given a miRNA mature sequence and a target amino acid sequence, predict their likelihood of interaction. (1) The miRNA is ath-miR167b with sequence UGAAGCUGCCAGCAUGAUCUA. The protein sequence of the target gene is MTAPWAALALLWGSLCAGSGRGEAETRECIYYNANWELERTNQSGLERCEGEQDKRLHCYASWRNSSGTIELVKKGCWLDDFNCYDRQECVATEENPQVYFCCCEGNFCNERFTHLPEPGGPEVTYEPPPTAPTLLTVLAYSLLPIGGLSLIVLLAFWMYRHRKPPYGHVDIHEVRQCQRWAGRRDGCADSFKPLPFQDPGPPPPSPLVGLKPLQLLEIKARGRFGCVWKAQLMNDFVAVKIFPLQDKQSWQSEREIFSTPGMKHENLLQFIAAEKRGSNLEVELWLITAFHDKGSLTDY.... Result: 0 (no interaction). (2) Result: 0 (no interaction). The protein sequence of the target gene is MDSKKRSSTEAEGSKERGLVHIWQAGSFPITPERLPGWGGKTVLQAALGVKHGVLLTEDGEVYSFGTLPWRSGPVEICPSSPILENALVGQYVITVATGSFHSGAVTDNGVAYMWGENSAGQCAVANQQYVPEPNPVSIADSEASPLLAVRILQLACGEEHTLALSISREIWAWGTGCQLGLITTAFPVTKPQKVEHLAGRVVLQVACGAFHSLALVQCLPSQDLKPVPERCNQCSQLLITMTDKEDHVIISDSHCCPLGVTLTESQAENHASTALSPSTETLDRQEEVFENTLVANDQS.... The miRNA is mmu-miR-5627-5p with sequence AGAGGGUGCGCCGGGCCCUGCG. (3) The miRNA is hsa-miR-4306 with sequence UGGAGAGAAAGGCAGUA. The protein sequence of the target gene is MILGSLSRAGPLPLLRQPPIMQPPLDLKQILPFPLEPAPTLGLFSNYSTMDPVQKAVLSHTFGGPLLKTKRPVISCNICQIRFNSQSQAEAHYKGNRHARRVKGIEAAKTRGREPGVREPGDPAPPGSTPTNGDGVAPRPVSMENGLGPAPGSPEKQPGSPSPPSIPETGQGVTKGEGGTPAPASLPGGSKEEEEKAKRLLYCALCKVAVNSLSQLEAHNKGTKHKTILEARSGLGPIKAYPRLGPPTPGEPEAPAQDRTFHCEICNVKVNSEVQLKQHISSRRHRDGVAGKPNPLLSRH.... Result: 1 (interaction). (4) The miRNA is hsa-miR-3926 with sequence UGGCCAAAAAGCAGGCAGAGA. The protein sequence of the target gene is MASLLPLLCLCVVAAHLAGARDATPTEEPMATALGLERRSVYTGQPSPALEDWEEASEWTSWFNVDHPGGDGDFESLAAIRFYYGPARVCPRPLALEARTTDWALPSAVGERVHLNPTRGFWCLNREQPRGRRCSNYHVRFRCPLEASWGAWGPWGPCSGSCGPGRRLRRRHCPSPAGDACPGRPLEAQKCVRPRCPGCSLDTCECPDHILLGSVVTPSGQPLLGARVSLRDQPGTVATSDAHGTFRVPGVCADSRANIRAQMDGFSAGEAQAQANGSISVVTIILDKLEKPYLVKHPES.... Result: 0 (no interaction). (5) The miRNA is hsa-miR-762 with sequence GGGGCUGGGGCCGGGGCCGAGC. The protein sequence of the target gene is MALAPERAAPRVLFGEWLLGEISSGCYEGLQWLDEARTCFRVPWKHFARKDLSEADARIFKAWAVARGRWPPSSRGGGPPPEAETAERAGWKTNFRCALRSTRRFVMLRDNSGDPADPHKVYALSRELCWREGPGTDQTEAEAPAAVPPPQGGPPGPFLAHTHAGLQAPGPLPAPAGDKGDLLLQAVQQSCLADHLLTASWGADPVPTKAPGEGQEGLPLTGACAGGPGLPAGELYGWAVETTPSPGPQPAALTTGEAAAPESPHQAEPYLSPSPSACTAVQEPSPGALDVTIMYKGRTV.... Result: 1 (interaction).